From a dataset of Catalyst prediction with 721,799 reactions and 888 catalyst types from USPTO. Predict which catalyst facilitates the given reaction. (1) Reactant: [Br:1][C:2]1[CH:3]=[CH:4][CH:5]=[C:6]2[C:28]=1[C:9]1([CH2:14][CH2:13][N:12]([C:15](=[O:27])[NH:16][CH:17]3[CH:24]4[CH2:25][CH:20]5[CH2:21][CH:22]([CH2:26][CH:18]3[CH2:19]5)[CH2:23]4)[CH2:11][CH2:10]1)[CH2:8][CH:7]2[CH2:29][C:30](O)=[O:31].[NH3:33]. Product: [NH2:33][C:30](=[O:31])[CH2:29][CH:7]1[C:6]2[C:28](=[C:2]([Br:1])[CH:3]=[CH:4][CH:5]=2)[C:9]2([CH2:10][CH2:11][N:12]([C:15]([NH:16][CH:17]3[CH:24]4[CH2:23][CH:22]5[CH2:21][CH:20]([CH2:19][CH:18]3[CH2:26]5)[CH2:25]4)=[O:27])[CH2:13][CH2:14]2)[CH2:8]1. The catalyst class is: 12. (2) Product: [Cl:1][C:2]1[C:3]([NH:18][CH:19]2[CH2:26][CH:22]3[CH2:23][N:24]([C:30](=[O:31])[CH2:29][C:27]#[N:28])[CH2:25][CH:21]3[CH2:20]2)=[N:4][C:5]([NH:8][C:9]2[N:13]([CH3:14])[N:12]=[C:11]([CH:15]3[CH2:17][CH2:16]3)[CH:10]=2)=[N:6][CH:7]=1. Reactant: [Cl:1][C:2]1[C:3]([NH:18][CH:19]2[CH2:26][CH:22]3[CH2:23][NH:24][CH2:25][CH:21]3[CH2:20]2)=[N:4][C:5]([NH:8][C:9]2[N:13]([CH3:14])[N:12]=[C:11]([CH:15]3[CH2:17][CH2:16]3)[CH:10]=2)=[N:6][CH:7]=1.[C:27]([CH2:29][C:30](O)=[O:31])#[N:28].CCN=C=NCCCN(C)C.C1C=NC2N(O)N=NC=2C=1. The catalyst class is: 59.